This data is from Forward reaction prediction with 1.9M reactions from USPTO patents (1976-2016). The task is: Predict the product of the given reaction. (1) Given the reactants C([O:8][C:9]1[CH:14]=[CH:13][C:12]([C:15]2[O:16][C:17]3[C:22]([C:23](=[O:29])[C:24]=2[O:25][CH2:26][O:27][CH3:28])=[CH:21][CH:20]=[C:19]([O:30][CH2:31][O:32][CH3:33])[CH:18]=3)=[CH:11][C:10]=1[O:34][CH2:35][O:36][CH3:37])C1C=CC=CC=1, predict the reaction product. The product is: [OH:8][C:9]1[CH:14]=[CH:13][C:12]([C:15]2[O:16][C:17]3[C:22]([C:23](=[O:29])[C:24]=2[O:25][CH2:26][O:27][CH3:28])=[CH:21][CH:20]=[C:19]([O:30][CH2:31][O:32][CH3:33])[CH:18]=3)=[CH:11][C:10]=1[O:34][CH2:35][O:36][CH3:37]. (2) The product is: [F:1][C:2]1[CH:7]=[C:6]([F:8])[CH:5]=[CH:4][C:3]=1[N:9]1[C:13]2=[N:14][CH:15]=[CH:16][C:17]([C:22]3[C:23]([CH3:28])=[N:24][CH:25]=[N:26][CH:27]=3)=[C:12]2[CH:11]=[N:10]1. Given the reactants [F:1][C:2]1[CH:7]=[C:6]([F:8])[CH:5]=[CH:4][C:3]=1[N:9]1[C:13]2=[N:14][CH:15]=[CH:16][C:17](B(O)O)=[C:12]2[CH:11]=[N:10]1.Br[C:22]1[C:23]([CH3:28])=[N:24][CH:25]=[N:26][CH:27]=1.C(=O)([O-])[O-].[Na+].[Na+], predict the reaction product.